This data is from Reaction yield outcomes from USPTO patents with 853,638 reactions. The task is: Predict the reaction yield, written as a fraction of the theoretical maximum amount of product (1.0 means a 100% yield; for example, 0.34 means a 34% yield). (1) The yield is 0.710. The product is [C:6]([C@@H:7]([NH:34][C:35](=[O:54])[NH:36][C@@H:37]([CH2:45][CH2:46][C:47]([OH:49])=[O:48])[C:38]([OH:40])=[O:39])[CH2:8][CH2:9][CH2:10][CH2:11][NH:12][C:13](=[O:33])[CH2:14][N:15]1[CH:19]=[C:18]([I:56])[N:17]=[N:16]1)([OH:5])=[O:55]. The reactants are C([O:5][C:6](=[O:55])[C@@H:7]([NH:34][C:35](=[O:54])[NH:36][C@@H:37]([CH2:45][CH2:46][C:47]([O:49]C(C)(C)C)=[O:48])[C:38]([O:40]C(C)(C)C)=[O:39])[CH2:8][CH2:9][CH2:10][CH2:11][NH:12][C:13](=[O:33])[CH2:14][N:15]1[CH:19]=[C:18]([Sn](CCCC)(CCCC)CCCC)[N:17]=[N:16]1)(C)(C)C.[I:56]I. The catalyst is C(Cl)Cl. (2) The reactants are [OH-].[Na+].C[O:4][C:5](=[O:16])[C:6]1[CH:11]=[CH:10][C:9](CN)=[C:8]([O:14][CH3:15])[CH:7]=1.Cl.CCN(CC)CC.C1C2C(COC(ON3C(=O)CCC3=O)=O)C3C(=CC=CC=3)C=2C=CC=1. The catalyst is CO.CC#N. The product is [CH3:15][O:14][C:8]1[CH:7]=[C:6]([CH:11]=[CH:10][CH:9]=1)[C:5]([OH:16])=[O:4]. The yield is 0.200. (3) The reactants are Cl[S:2]([C:5]1[CH:6]=[C:7]2[C:11](=[CH:12][CH:13]=1)[NH:10][C:9](=[O:14])[CH2:8]2)(=[O:4])=[O:3].[CH:15]([NH2:18])([CH3:17])[CH3:16].N1C=CC=CC=1. The catalyst is ClCCl. The product is [CH:15]([NH:18][S:2]([C:5]1[CH:6]=[C:7]2[C:11](=[CH:12][CH:13]=1)[NH:10][C:9](=[O:14])[CH2:8]2)(=[O:4])=[O:3])([CH3:17])[CH3:16]. The yield is 0.450. (4) The reactants are [OH:1][C:2]1[CH:7]=[CH:6][C:5]([C:8]([F:11])([F:10])[F:9])=[CH:4][CH:3]=1.[C:12]([O-])([O-])=O.[K+].[K+].CI. The catalyst is CC(C)=O. The product is [CH3:12][O:1][C:2]1[CH:7]=[CH:6][C:5]([C:8]([F:9])([F:10])[F:11])=[CH:4][CH:3]=1. The yield is 0.700. (5) The reactants are [S:1]1[C:9]2[C:4](=[N:5][CH:6]=[CH:7][CH:8]=2)[N:3]=[C:2]1[O:10][C:11]1[CH:28]=[CH:27][C:14]([CH2:15][N:16]2[CH2:21][CH2:20][CH:19]([C:22]([O:24]CC)=[O:23])[CH2:18][CH2:17]2)=[CH:13][CH:12]=1.[OH-].[K+].O. The catalyst is C(O)(C)C. The product is [S:1]1[C:9]2[C:4](=[N:5][CH:6]=[CH:7][CH:8]=2)[N:3]=[C:2]1[O:10][C:11]1[CH:12]=[CH:13][C:14]([CH2:15][N:16]2[CH2:17][CH2:18][CH:19]([C:22]([OH:24])=[O:23])[CH2:20][CH2:21]2)=[CH:27][CH:28]=1. The yield is 0.430. (6) The yield is 0.750. The reactants are [Cl:1][CH2:2][C:3]([CH2:5]Cl)=O.[NH2:7][C:8]1[CH:13]=[CH:12][N:11]([C:14]2[CH:19]=[CH:18][C:17]([F:20])=[CH:16][CH:15]=2)[C:10](=[O:21])[N:9]=1. The catalyst is CN(C=O)C. The product is [Cl:1][CH2:2][C:3]1[N:7]=[C:8]2[CH:13]=[CH:12][N:11]([C:14]3[CH:19]=[CH:18][C:17]([F:20])=[CH:16][CH:15]=3)[C:10](=[O:21])[N:9]2[CH:5]=1. (7) The reactants are [CH3:1][C:2]1([C:5]2[NH:6][C:7]3[C:12]([CH:13]=2)=[CH:11][C:10]([N+:14]([O-])=O)=[CH:9][CH:8]=3)[CH2:4][CH2:3]1. The catalyst is CCO.[Ni]. The product is [CH3:1][C:2]1([C:5]2[NH:6][C:7]3[C:12]([CH:13]=2)=[CH:11][C:10]([NH2:14])=[CH:9][CH:8]=3)[CH2:4][CH2:3]1. The yield is 0.280.